This data is from Forward reaction prediction with 1.9M reactions from USPTO patents (1976-2016). The task is: Predict the product of the given reaction. (1) Given the reactants Cl[C:2]1[C:7](CCC(O)=O)=[CH:6][CH:5]=[CH:4][N:3]=1.[C:13]1(B(O)O)[CH:18]=[CH:17][CH:16]=[CH:15][CH:14]=1.C([O-])([O-])=O.[K+].[K+], predict the reaction product. The product is: [C:13]1([C:2]2[CH:7]=[CH:6][CH:5]=[CH:4][N:3]=2)[CH:18]=[CH:17][CH:16]=[CH:15][CH:14]=1. (2) Given the reactants [CH2:1]([CH:3]1[CH:7]([C:8]2[N:12]3[C:13]4[CH:19]=[CH:18][NH:17][C:14]=4[N:15]=[CH:16][C:11]3=[N:10][N:9]=2)[CH2:6][CH:5]([CH2:20][CH2:21][CH2:22][C:23](OCC)=[O:24])[CH2:4]1)[CH3:2].[NH3:28], predict the reaction product. The product is: [CH2:1]([C@H:3]1[C@@H:7]([C:8]2[N:12]3[C:13]4[CH:19]=[CH:18][NH:17][C:14]=4[N:15]=[CH:16][C:11]3=[N:10][N:9]=2)[CH2:6][CH:5]([CH2:20][CH2:21][CH2:22][C:23]([NH2:28])=[O:24])[CH2:4]1)[CH3:2]. (3) The product is: [CH3:6][C:11]12[CH2:10][CH:9]1[CH2:8][CH2:3][C:2](=[O:4])[CH2:1]2. Given the reactants [CH3:1][C:2](=[O:4])[CH3:3].C[C:6]1[CH:11]=[CH:10][C:9](S(O)(=O)=O)=[CH:8]C=1, predict the reaction product. (4) Given the reactants [C:1]([NH:4][C:5]1[CH:6]=[C:7]([NH:11][C:12]2[N:17]=[C:16]([NH:18][CH2:19][CH:20]3[CH2:25][CH2:24][CH2:23][NH:22][CH2:21]3)[C:15]([C:26]([NH2:28])=[O:27])=[CH:14][N:13]=2)[CH:8]=[CH:9][CH:10]=1)(=[O:3])[CH3:2].CCN(C(C)C)C(C)C.[CH3:38][S:39](Cl)(=[O:41])=[O:40], predict the reaction product. The product is: [C:1]([NH:4][C:5]1[CH:6]=[C:7]([NH:11][C:12]2[N:17]=[C:16]([NH:18][CH2:19][CH:20]3[CH2:25][CH2:24][CH2:23][N:22]([S:39]([CH3:38])(=[O:41])=[O:40])[CH2:21]3)[C:15]([C:26]([NH2:28])=[O:27])=[CH:14][N:13]=2)[CH:8]=[CH:9][CH:10]=1)(=[O:3])[CH3:2]. (5) Given the reactants [CH:1]1[C:6]([OH:7])=[CH:5][CH:4]=[CH:3][C:2]=1[CH3:8].[CH:9]1[C:14]([OH:15])=[CH:13][CH:12]=[C:11]([CH3:16])[CH:10]=1.O.O.C(O)(=O)C(O)=O.C=O, predict the reaction product. The product is: [CH:1]1[C:6]([OH:7])=[CH:5][CH:4]=[CH:3][C:2]=1[CH3:8].[CH:13]1[C:14]([OH:15])=[CH:9][CH:10]=[C:11]([CH3:16])[CH:12]=1. (6) Given the reactants [N+:1]([C:4]1[CH:9]=[C:8]([C:10]([F:13])([F:12])[F:11])[CH:7]=[CH:6][C:5]=1[NH:14][CH2:15][C:16]([O:18][C:19]([CH3:22])([CH3:21])[CH3:20])=[O:17])([O-])=O.[C:23](N1C=CN=C1)(N1C=CN=C1)=[S:24].O, predict the reaction product. The product is: [SH:24][C:23]1[N:14]([CH2:15][C:16]([O:18][C:19]([CH3:22])([CH3:21])[CH3:20])=[O:17])[C:5]2[CH:6]=[CH:7][C:8]([C:10]([F:13])([F:12])[F:11])=[CH:9][C:4]=2[N:1]=1. (7) The product is: [ClH:40].[N:25]1[CH:30]=[CH:29][C:28]([C:2]2[CH:11]=[CH:10][CH:9]=[C:8]3[C:3]=2[CH:4]=[N:5][N:6]([CH2:13][CH2:14][C:15]2[CH:24]=[CH:23][C:22]4[C:17](=[CH:18][CH:19]=[CH:20][CH:21]=4)[N:16]=2)[C:7]3=[O:12])=[CH:27][CH:26]=1. Given the reactants Br[C:2]1[CH:11]=[CH:10][CH:9]=[C:8]2[C:3]=1[CH:4]=[N:5][N:6]([CH2:13][CH2:14][C:15]1[CH:24]=[CH:23][C:22]3[C:17](=[CH:18][CH:19]=[CH:20][CH:21]=3)[N:16]=1)[C:7]2=[O:12].[N:25]1[CH:30]=[CH:29][C:28](B(O)O)=[CH:27][CH:26]=1.C([O-])([O-])=O.[Na+].[Na+].[ClH:40], predict the reaction product.